This data is from Peptide-MHC class I binding affinity with 185,985 pairs from IEDB/IMGT. The task is: Regression. Given a peptide amino acid sequence and an MHC pseudo amino acid sequence, predict their binding affinity value. This is MHC class I binding data. (1) The peptide sequence is VYTNAIQYV. The MHC is HLA-B39:01 with pseudo-sequence HLA-B39:01. The binding affinity (normalized) is 0.213. (2) The peptide sequence is SEAAYAKKI. The MHC is HLA-B14:02 with pseudo-sequence HLA-B14:02. The binding affinity (normalized) is 0.0228. (3) The peptide sequence is APNVISSKI. The binding affinity (normalized) is 0.709. The MHC is HLA-B07:02 with pseudo-sequence HLA-B07:02.